Predict which catalyst facilitates the given reaction. From a dataset of Catalyst prediction with 721,799 reactions and 888 catalyst types from USPTO. (1) Reactant: [Cl:1][C:2]1[CH:7]=[C:6]([N+:8]([O-:10])=[O:9])[CH:5]=[CH:4][C:3]=1[CH:11](C(OC)=O)[C:12]([O:14]C)=[O:13].S(=O)(=O)(O)O.O. Product: [Cl:1][C:2]1[CH:7]=[C:6]([N+:8]([O-:10])=[O:9])[CH:5]=[CH:4][C:3]=1[CH2:11][C:12]([OH:14])=[O:13]. The catalyst class is: 15. (2) Reactant: [F:1][C:2]([F:16])([C:9]1[CH:14]=[CH:13][C:12]([F:15])=[CH:11][CH:10]=1)[CH2:3][CH2:4][S:5]C(=O)C.[OH-].[Na+]. Product: [F:16][C:2]([F:1])([C:9]1[CH:14]=[CH:13][C:12]([F:15])=[CH:11][CH:10]=1)[CH2:3][CH2:4][SH:5]. The catalyst class is: 14.